From a dataset of Experimentally validated miRNA-target interactions with 360,000+ pairs, plus equal number of negative samples. Binary Classification. Given a miRNA mature sequence and a target amino acid sequence, predict their likelihood of interaction. (1) The miRNA is mmu-miR-34b-5p with sequence AGGCAGUGUAAUUAGCUGAUUGU. The protein sequence of the target gene is MASVGPGGYAAEFVPPPECPVFEPSWEEFTDPLSFIGRIRPFAEKTGICKIRPPKDWQPPFACEVKTFRFTPRVQRLNELEAMTRVRLDFLDQLAKFWELQGSTLKIPVVERKILDLYALSKIVASKGGFEIVTKEKKWSKVGSRLGYLPGKGTGSLLKSHYERILYPYELFQSGVSLMGVQMPDLDLKEKVEAEVLSTDIQPSPERGTRMNIPPKRTRRVKSQSDSGEVNRNTELKKLQIFGAGPKVVGLAVGAKDKEDEVTRRRKVTNRSDAFNMQMRQRKGTLSVNFVDLYVCMFCG.... Result: 1 (interaction). (2) The protein sequence of the target gene is MAARCTEAVLAALGVLSVCSASSSGSEASGEAEREEPWDGAVFRPPAALGAVGIARGPGSPPPGNREAVDLPVLLWWSPGLFPHFPGDSERIQCAHGACVASRDRRARADPRTRALLFYGTDFRAADAPLPRLAHQSWALLHEESPLNNFLLSHGPGIRLFNLTATFSRHSDYPLPLQWLPGAAYLRRPAPPPRERAEWRRRGYAPLLYLQSHCDVPSDRDRYVRELMRYIPVDSYGKCLQNREPPTVRLQDTATATTEDPELMAFLSRYKFHLALENAICNDYMTEKLWRPMHLGAVPV.... Result: 0 (no interaction). The miRNA is hsa-miR-150-3p with sequence CUGGUACAGGCCUGGGGGACAG. (3) The protein sequence of the target gene is MTEETHPDDDSYIVRVKAVVMTRDDSSGGWFPQEGGGISRVGVCKVMHPEGNGRSGFLIHGERQKDKLVVLECYVRKDLVYTKANPTFHHWKVDNRKFGLTFQSPADARAFDRGVRKAIEDLIEGSTTSSSTIHNEAELGDDDVFTTATDSSSNSSQKREQPTRTISSPTSCEHRRIYTLGHLHDSYPTDHYHLDQPMPRPYRQVSFPDDDEEIVRINPREKIWMTGYEDYRHAPVRGKYPDPSEDADSSYVRFAKGEVPKHDYNYPYVDSSDFGLGEDPKGRGGSVIKTQPSRGKSRRR.... The miRNA is hsa-miR-6853-3p with sequence UGUUCAUUGGAACCCUGCGCAG. Result: 0 (no interaction). (4) The miRNA is hsa-miR-2052 with sequence UGUUUUGAUAACAGUAAUGU. The protein sequence of the target gene is MAEDVSSAAPSPRGCADGRDADPTEEQMAETERNDEEQFECQELLECQVQVGAPEEEEEEEEDAGLVAEAEAVAAGWMLDFLCLSLCRAFRDGRSEDFRRTRNSAEAIIHGLSSLTACQLRTIYICQFLTRIAAGKTLDAQFENDERITPLESALMIWGSIEKEHDKLHEEIQNLIKIQAIAVCMENGNFKEAEEVFERIFGDPNSHMPFKSKLLMIISQKDTFHSFFQHFSYNHMMEKIKSYVNYVLSEKSSTFLMKAAAKVVESKRTRTITSQDKPSGNDVEMETEANLDTRKSVSDK.... Result: 0 (no interaction). (5) The miRNA is cel-miR-1019-3p with sequence CUGUAAUUCCACAUUGCUUUCCAG. The protein sequence of the target gene is MAAVKKEGGALSEAMSLEGDEWELSKENVQPLRQGRIMSTLQGALAQESACNNTLQQQKRAFEYEIRFYTGNDPLDVWDRYISWTEQNYPQGGKESNMSTLLERAVEALQGEKRYYSDPRFLNLWLKLGRLCNEPLDMYSYLHNQGIGVSLAQFYISWAEEYEARENFRKADAIFQEGIQQKAEPLERLQSQHRQFQARVSRQTLLALEKEEEEEVFESSVPQRSTLAELKSKGKKTARAPIIRVGGALKAPSQNRGLQNPFPQQMQNNSRITVFDENADEASTAELSKPTVQPWIAPPM.... Result: 0 (no interaction). (6) The miRNA is hsa-miR-3155a with sequence CCAGGCUCUGCAGUGGGAACU. The protein sequence of the target gene is MSNPSAPPPYEDRNPLYPGPPPPGGYGQPSVLPGGYPAYPGYPQPGYGHPAGYPQPMPPTHPMPMNYGPGHGYDGEERAVSDSFGPGEWDDRKVRHTFIRKVYSIISVQLLITVAIIAIFTFVEPVSAFVRRNVAVYYVSYAVFVVTYLILACCQGPRRRFPWNIILLTLFTFAMGFMTGTISSMYQTKAVIIAMIITAVVSISVTIFCFQTKVDFTSCTGLFCVLGIVLLVTGIVTSIVLYFQYVYWLHMLYAALGAICFTLFLAYDTQLVLGNRKHTISPEDYITGALQIYTDIIYIF.... Result: 0 (no interaction). (7) The miRNA is hsa-miR-30a-5p with sequence UGUAAACAUCCUCGACUGGAAG. The protein sequence of the target gene is MAALGVAEAVAAPHPAEGAETAEAVELSRALSRLLPGLEADSKPGRRRALEALRRALEEPGPAADPTAFQGPWARLLLPRLLRCLSDPAEGCRALAVHLLDLGLRRAARPRDALPRLLPALAARLAGPVPARRPPEACEELRLALVQLLGLAVDLCGAALAPHLDDALRALRCSLLDPFAAVRRESCSCAAALAQATPDHFHMQSESLIGPLMQTISHQHWKVRVAAIEATGAVIHFGNGKSVDDVLSHFAQRLFDDVPQVRRAVASVVGGWLLCLRDRYSFFHKLIPLLLSSLNDEVPE.... Result: 1 (interaction). (8) The miRNA is hsa-miR-3149 with sequence UUUGUAUGGAUAUGUGUGUGUAU. The protein sequence of the target gene is MPGARRRRRGAAMEGKPRAGVALAPGPSGRRPSARCARRRRPGLLLPGLWLLLLARPASCAPDELSPEQHNLSLYSMELVLKKSTGHSAAQVALTETAPGSQHSSPLHVTAPPSATTFDTAFFNQGKQTKSTADPSIFVATYVSVTSKEVAVNDDEMDNFLPDTHWTTPRMVSPIQYITVSPPGLPREALEPMLTPSLPMVSLQDEEVTSGWQNTTRQPAAYAESASHFHTFRSAFRTSEGIVPTPGRNLVLYPTDAYSHLSSRTLPEIVASLTEGVETTLFLSSRSLMPQPLGDGITIP.... Result: 1 (interaction). (9) The miRNA is hsa-miR-141-5p with sequence CAUCUUCCAGUACAGUGUUGGA. The protein sequence of the target gene is MRENYETLVSVGTAELLPLSAFLSPSEPGRAVGGGSHADEGQEPAGCGDPQGGQPRHSLHLTALVQLVKEIPEFLFGEVKGAMDSPESESRGASLDGERASPEAAAAREPCPLRGLLSCLPDGPTSQPHLATTPTDSSCSSGPTGDGVQGSPLPIKTADKPWPTRKEGPGALGGEPSPPTHSPSRRKSHRGQERGTSEAGISPGNSPLQGLINCLKEILVPGPRHPETSPSFLPPLPSLGTSRLTRADLGPGSPPWAVKTEAVSGDCPLQGLLHCLKELPEAQDRHPSPSGVGNRRLQEN.... Result: 1 (interaction).